This data is from Catalyst prediction with 721,799 reactions and 888 catalyst types from USPTO. The task is: Predict which catalyst facilitates the given reaction. (1) Reactant: [CH2:1]([N:8]1[CH2:32][C@:31]2([C:33](O)=[O:34])[C@@H:10]([CH2:11][C@H:12]3[CH:25]4[C@@:16]([F:29])([C@:17]5([CH3:28])[C:22]([C@@H:23]([F:26])[CH2:24]4)=[CH:21][C:20](=[O:27])[CH:19]=[CH:18]5)[C@@H:15]([OH:30])[CH2:14][C@@:13]32[CH3:36])[CH2:9]1)[C:2]1[CH:7]=[CH:6][CH:5]=[CH:4][CH:3]=1.CN(C(ON1N=NC2C=CC=NC1=2)=[N+](C)C)C.F[P-](F)(F)(F)(F)F.CN1CCOCC1.[C:68](O)(=[S:70])C.C([O-])(=S)C.[K+].C([O-])(O)=O.[Na+].BrC[Cl:84]. Product: [Cl:84][CH2:68][S:70][C:33]([C@:31]12[C@@:13]3([CH3:36])[CH2:14][C@H:15]([OH:30])[C@@:16]4([F:29])[CH:25]([C@@H:12]3[CH2:11][C@H:10]1[CH2:9][N:8]([CH2:1][C:2]1[CH:7]=[CH:6][CH:5]=[CH:4][CH:3]=1)[CH2:32]2)[CH2:24][C@H:23]([F:26])[C:22]1[C@:17]4([CH3:28])[CH:18]=[CH:19][C:20](=[O:27])[CH:21]=1)=[O:34]. The catalyst class is: 3. (2) Reactant: [CH2:1]([C:3]1([C:13]2[C:21]3[C:16](=[C:17]([N+:22]([O-])=O)[CH:18]=[CH:19][CH:20]=3)[N:15]([CH3:25])[CH:14]=2)[C:11]2[C:6](=[CH:7][C:8]([F:12])=[CH:9][CH:10]=2)[CH2:5][CH2:4]1)[CH3:2]. The catalyst class is: 63. Product: [CH2:1]([C:3]1([C:13]2[C:21]3[C:16](=[C:17]([NH2:22])[CH:18]=[CH:19][CH:20]=3)[N:15]([CH3:25])[CH:14]=2)[C:11]2[C:6](=[CH:7][C:8]([F:12])=[CH:9][CH:10]=2)[CH2:5][CH2:4]1)[CH3:2]. (3) Reactant: CC(OI1(OC(C)=O)(OC(C)=O)OC(=O)C2C=CC=CC1=2)=O.[OH:23][CH:24]([C:29]1[CH:34]=[CH:33][C:32]([O:35][C:36]2[CH:41]=[CH:40][N:39]=[C:38]3[CH:42]=[C:43]([C:45]([N:47]4[CH2:51][CH2:50][C@@H:49]([O:52][CH3:53])[CH2:48]4)=[O:46])[S:44][C:37]=23)=[CH:31][CH:30]=1)[C:25]([NH:27][CH3:28])=[O:26].C([O-])(O)=O.[Na+]. Product: [CH3:53][O:52][C@@H:49]1[CH2:50][CH2:51][N:47]([C:45]([C:43]2[S:44][C:37]3[C:38](=[N:39][CH:40]=[CH:41][C:36]=3[O:35][C:32]3[CH:33]=[CH:34][C:29]([C:24](=[O:23])[C:25]([NH:27][CH3:28])=[O:26])=[CH:30][CH:31]=3)[CH:42]=2)=[O:46])[CH2:48]1. The catalyst class is: 2. (4) Reactant: [NH:1]1[CH:5]=[C:4]([C:6]2[CH:24]=[CH:23][CH:22]=[CH:21][C:7]=2[O:8][CH2:9][C:10]2[CH:20]=[CH:19][C:13]([C:14]([O:16]CC)=[O:15])=[CH:12][CH:11]=2)[N:3]=[CH:2]1.O[Li:26].O. Product: [NH:1]1[CH:5]=[C:4]([C:6]2[CH:24]=[CH:23][CH:22]=[CH:21][C:7]=2[O:8][CH2:9][C:10]2[CH:20]=[CH:19][C:13]([C:14]([O-:16])=[O:15])=[CH:12][CH:11]=2)[N:3]=[CH:2]1.[Li+:26]. The catalyst class is: 24.